This data is from Reaction yield outcomes from USPTO patents with 853,638 reactions. The task is: Predict the reaction yield, written as a fraction of the theoretical maximum amount of product (1.0 means a 100% yield; for example, 0.34 means a 34% yield). The reactants are C(OC([N:8]1[C:12]2[CH:13]=[CH:14][C:15]([Br:17])=[CH:16][C:11]=2[NH:10][C:9]1=[O:18])=O)(C)(C)C.[CH2:19](Br)[C:20]1[CH:25]=[CH:24][CH:23]=[CH:22][CH:21]=1.C(=O)([O-])[O-].[K+].[K+].[I-].[K+].[Cl-].[NH4+]. The catalyst is C(#N)C.C(OCC)(=O)C. The product is [CH2:19]([N:10]1[C:11]2[CH:16]=[C:15]([Br:17])[CH:14]=[CH:13][C:12]=2[NH:8][C:9]1=[O:18])[C:20]1[CH:25]=[CH:24][CH:23]=[CH:22][CH:21]=1. The yield is 0.780.